Dataset: Forward reaction prediction with 1.9M reactions from USPTO patents (1976-2016). Task: Predict the product of the given reaction. (1) The product is: [NH2:5][CH2:4][CH:3]([NH:16][C:17](=[O:23])[O:18][C:19]([CH3:21])([CH3:20])[CH3:22])[C:2]([F:25])([F:1])[F:24]. Given the reactants [F:1][C:2]([F:25])([F:24])[CH:3]([NH:16][C:17](=[O:23])[O:18][C:19]([CH3:22])([CH3:21])[CH3:20])[CH2:4][NH:5]C(=O)OCC1C=CC=CC=1, predict the reaction product. (2) Given the reactants [C:1]1([C:7]2[CH:12]=[C:11]([C:13]3[CH:18]=[CH:17][CH:16]=[CH:15][C:14]=3C)[CH:10]=[CH:9][N:8]=2)[CH:6]=[CH:5][CH:4]=[CH:3][CH:2]=1.[CH3:20]O, predict the reaction product. The product is: [C:1]1([C:7]2[CH:12]=[C:11]([C:13]3[CH:14]=[C:15]([CH3:20])[CH:16]=[CH:17][CH:18]=3)[CH:10]=[CH:9][N:8]=2)[CH:2]=[CH:3][CH:4]=[CH:5][CH:6]=1.